From a dataset of Reaction yield outcomes from USPTO patents with 853,638 reactions. Predict the reaction yield, written as a fraction of the theoretical maximum amount of product (1.0 means a 100% yield; for example, 0.34 means a 34% yield). (1) The reactants are C[O:2][C:3]([C:5]1[CH:10]=[C:9]([NH:11][C:12](=[O:19])[C:13]2[CH:18]=[CH:17][CH:16]=[CH:15][CH:14]=2)[CH:8]=[CH:7][N:6]=1)=O.[C-]#N.[K+].[NH2:23][OH:24].C(O)(=O)CC(CC(O)=O)(C(O)=O)O. The catalyst is CO.O1CCCC1.O. The product is [OH:24][NH:23][C:3]([C:5]1[CH:10]=[C:9]([NH:11][C:12](=[O:19])[C:13]2[CH:18]=[CH:17][CH:16]=[CH:15][CH:14]=2)[CH:8]=[CH:7][N:6]=1)=[O:2]. The yield is 0.780. (2) The reactants are [NH2:1][C:2]1[S:3][C:4]2[CH:31]=[CH:30][CH:29]=[CH:28][C:5]=2[C:6]=1[C:7]([N:9]1[CH2:14][CH2:13][CH:12]([N:15]2[CH2:27][CH2:26][CH2:25][C:17]3([C:21](=[O:22])[O:20][C:19]([CH3:24])([CH3:23])[CH2:18]3)[CH2:16]2)[CH2:11][CH2:10]1)=[O:8].ClC(Cl)(Cl)[C:34]([N:36]=C=O)=[O:35].N.CO. The catalyst is O1CCCC1. The product is [CH3:23][C:19]1([CH3:24])[CH2:18][C:17]2([CH2:25][CH2:26][CH2:27][N:15]([CH:12]3[CH2:11][CH2:10][N:9]([C:7]([C:6]4[C:5]5[CH:28]=[CH:29][CH:30]=[CH:31][C:4]=5[S:3][C:2]=4[NH:1][C:34]([NH2:36])=[O:35])=[O:8])[CH2:14][CH2:13]3)[CH2:16]2)[C:21](=[O:22])[O:20]1. The yield is 0.460. (3) The reactants are [CH2:1]1[C:9]2[C:4](=[CH:5][C:6]([NH:10][NH2:11])=[CH:7][CH:8]=2)[CH2:3][CH2:2]1.[C:12](OCC)(=[O:17])[CH2:13][C:14]([CH3:16])=O. The catalyst is C(O)(=O)C. The product is [CH2:1]1[C:9]2[C:4](=[CH:5][C:6]([N:10]3[C:12](=[O:17])[CH2:13][C:14]([CH3:16])=[N:11]3)=[CH:7][CH:8]=2)[CH2:3][CH2:2]1. The yield is 0.623. (4) The catalyst is CN(C=O)C. The product is [CH3:20][N:22]([CH3:24])/[CH:23]=[CH:1]/[C:2]1[C:3]([N+:16]([O-:18])=[O:17])=[C:4]([C:10]([N+:13]([O-:15])=[O:14])=[CH:11][CH:12]=1)[C:5]([O:7][CH2:8][CH3:9])=[O:6]. The reactants are [CH3:1][C:2]1[C:3]([N+:16]([O-:18])=[O:17])=[C:4]([C:10]([N+:13]([O-:15])=[O:14])=[CH:11][CH:12]=1)[C:5]([O:7][CH2:8][CH3:9])=[O:6].C[C:20]([N:22]([CH3:24])[CH3:23])=O. The yield is 0.580.